The task is: Predict the reaction yield, written as a fraction of the theoretical maximum amount of product (1.0 means a 100% yield; for example, 0.34 means a 34% yield).. This data is from Reaction yield outcomes from USPTO patents with 853,638 reactions. (1) The reactants are [CH3:1][O:2][C:3](Cl)=[O:4].[NH2:6][C@@H:7]([CH:11]([CH3:13])[CH3:12])[C:8]([OH:10])=[O:9].[OH-].[Na+].C(=O)([O-])[O-].[Na+].[Na+]. The catalyst is O. The product is [CH3:1][O:2][C:3]([NH:6][C@@H:7]([CH:11]([CH3:13])[CH3:12])[C:8]([OH:10])=[O:9])=[O:4]. The yield is 0.930. (2) The reactants are C(NC(C)C)(C)C.[C:8]1([CH2:14][CH2:15][C:16]([O:18][CH2:19][CH3:20])=[O:17])[CH:13]=[CH:12][CH:11]=[CH:10][CH:9]=1.[O:21]=[C:22]([CH2:28][CH2:29][C:30]1[CH:35]=[CH:34][CH:33]=[CH:32][CH:31]=1)[C:23]([O:25][CH2:26][CH3:27])=[O:24].C(O)(=O)C. The catalyst is O1CCCC1.CCCCCC.C(OCC)(=O)C. The product is [CH2:14]([CH:15]([C:16]([O:18][CH2:19][CH3:20])=[O:17])[C:22]([CH2:28][CH2:29][C:30]1[CH:31]=[CH:32][CH:33]=[CH:34][CH:35]=1)([OH:21])[C:23]([O:25][CH2:26][CH3:27])=[O:24])[C:8]1[CH:13]=[CH:12][CH:11]=[CH:10][CH:9]=1. The yield is 0.210. (3) The reactants are [CH3:1][O:2][C:3]1[CH:4]=[C:5]2[C:10](=[CH:11][C:12]=1[O:13][CH3:14])[CH:9]=[C:8]([CH:15]=[O:16])[CH2:7][CH2:6]2.[OH-:17].[Na+]. The catalyst is CCO.O.[N+]([O-])([O-])=O.[Ag+]. The product is [CH3:1][O:2][C:3]1[CH:4]=[C:5]2[C:10](=[CH:11][C:12]=1[O:13][CH3:14])[CH:9]=[C:8]([C:15]([OH:17])=[O:16])[CH2:7][CH2:6]2. The yield is 0.770. (4) The reactants are [CH2:1]([O:3][C:4](=[O:15])[C:5](=O)[C:6]([CH:11]([CH3:13])[CH3:12])=[CH:7][N:8](C)C)C.Cl.[Cl:17][C:18]1[CH:23]=[CH:22][CH:21]=[C:20]([Cl:24])[C:19]=1[NH:25]N.Cl. The catalyst is CCO. The product is [CH3:1][O:3][C:4]([C:5]1[N:25]([C:19]2[C:18]([Cl:17])=[CH:23][CH:22]=[CH:21][C:20]=2[Cl:24])[N:8]=[CH:7][C:6]=1[CH:11]([CH3:13])[CH3:12])=[O:15]. The yield is 0.520.